From a dataset of NCI-60 drug combinations with 297,098 pairs across 59 cell lines. Regression. Given two drug SMILES strings and cell line genomic features, predict the synergy score measuring deviation from expected non-interaction effect. Drug 1: CCCCC(=O)OCC(=O)C1(CC(C2=C(C1)C(=C3C(=C2O)C(=O)C4=C(C3=O)C=CC=C4OC)O)OC5CC(C(C(O5)C)O)NC(=O)C(F)(F)F)O. Drug 2: C1CN(CCN1C(=O)CCBr)C(=O)CCBr. Cell line: MDA-MB-435. Synergy scores: CSS=17.6, Synergy_ZIP=-13.8, Synergy_Bliss=-18.1, Synergy_Loewe=-28.0, Synergy_HSA=-19.6.